From a dataset of Reaction yield outcomes from USPTO patents with 853,638 reactions. Predict the reaction yield, written as a fraction of the theoretical maximum amount of product (1.0 means a 100% yield; for example, 0.34 means a 34% yield). (1) The reactants are [F:1][CH:2]([F:14])[C:3]1[NH:7][C:6]2[CH:8]=[CH:9][CH:10]=[C:11]([O:12][CH3:13])[C:5]=2[N:4]=1.[Cl:15][C:16]1[N:21]=[C:20](Cl)[N:19]=[C:18]([N:23]2[CH2:28][CH2:27][N:26]([C:29]([O:31][C:32]([CH3:35])([CH3:34])[CH3:33])=[O:30])[CH2:25][CH2:24]2)[N:17]=1.C([O-])([O-])=O.[K+].[K+].O. The catalyst is CN(C=O)C. The product is [Cl:15][C:16]1[N:21]=[C:20]([N:7]2[C:6]3[CH:8]=[CH:9][CH:10]=[C:11]([O:12][CH3:13])[C:5]=3[N:4]=[C:3]2[CH:2]([F:1])[F:14])[N:19]=[C:18]([N:23]2[CH2:24][CH2:25][N:26]([C:29]([O:31][C:32]([CH3:35])([CH3:34])[CH3:33])=[O:30])[CH2:27][CH2:28]2)[N:17]=1. The yield is 0.860. (2) The reactants are [C:1]([O:5][C:6]([N:8]1[CH2:13][CH2:12][NH:11][CH2:10][CH2:9]1)=[O:7])([CH3:4])([CH3:3])[CH3:2].[Br:14][C:15]1[CH:20]=[CH:19][C:18]([S:21](Cl)(=[O:23])=[O:22])=[CH:17][CH:16]=1. The catalyst is C(Cl)Cl. The product is [C:1]([O:5][C:6]([N:8]1[CH2:13][CH2:12][N:11]([S:21]([C:18]2[CH:19]=[CH:20][C:15]([Br:14])=[CH:16][CH:17]=2)(=[O:23])=[O:22])[CH2:10][CH2:9]1)=[O:7])([CH3:4])([CH3:2])[CH3:3]. The yield is 0.920. (3) The reactants are [Br:1][C:2]1[CH:3]=[C:4]([CH:7]=[C:8]([Br:16])[C:9]=1[S:10](=[O:15])(=[O:14])[N:11]([CH3:13])[CH3:12])[CH:5]=[O:6].[BH4-].[Na+]. The catalyst is C1COCC1. The product is [Br:16][C:8]1[CH:7]=[C:4]([CH:3]=[C:2]([Br:1])[C:9]=1[S:10](=[O:15])(=[O:14])[N:11]([CH3:12])[CH3:13])[CH2:5][OH:6]. The yield is 0.940. (4) The reactants are Cl[C:2]1[N:7]=[C:6]([C:8]2[N:12]3[CH:13]=[CH:14][CH:15]=[CH:16][C:11]3=[N:10][C:9]=2[C:17]2[CH:18]=[C:19]([CH:22]=[CH:23][CH:24]=2)[C:20]#[N:21])[CH:5]=[CH:4][N:3]=1.[NH2:25][C:26]1[CH:31]=[CH:30][C:29]([O:32][CH:33]2[CH2:38][CH2:37][N:36]([C:39]([O:41][CH2:42][C:43]3[CH:48]=[CH:47][CH:46]=[CH:45][CH:44]=3)=[O:40])[CH2:35][CH2:34]2)=[CH:28][C:27]=1[CH3:49].Cl.C([O-])(O)=O.[Na+]. The catalyst is C(O)C(F)(F)F.C(Cl)Cl. The product is [C:20]([C:19]1[CH:18]=[C:17]([C:9]2[N:10]=[C:11]3[CH:16]=[CH:15][CH:14]=[CH:13][N:12]3[C:8]=2[C:6]2[CH:5]=[CH:4][N:3]=[C:2]([NH:25][C:26]3[CH:31]=[CH:30][C:29]([O:32][CH:33]4[CH2:34][CH2:35][N:36]([C:39]([O:41][CH2:42][C:43]5[CH:48]=[CH:47][CH:46]=[CH:45][CH:44]=5)=[O:40])[CH2:37][CH2:38]4)=[CH:28][C:27]=3[CH3:49])[N:7]=2)[CH:24]=[CH:23][CH:22]=1)#[N:21]. The yield is 0.790. (5) The reactants are [C:1]([O:5][C:6]([N:8]1[CH2:12][C@H:11]([O:13]CC2C=CC=CC=2)[CH2:10][C@@H:9]1[C@H:21]1[O:25][C:24]([CH3:27])([CH3:26])[N:23]([C:28](=[O:30])[CH3:29])[C@H:22]1[CH2:31][C:32]1[CH:37]=[C:36]([F:38])[CH:35]=[C:34]([F:39])[CH:33]=1)=[O:7])([CH3:4])([CH3:3])[CH3:2].[H][H]. The catalyst is [Pd].CO. The product is [C:1]([O:5][C:6]([N:8]1[CH2:12][C@H:11]([OH:13])[CH2:10][C@@H:9]1[C@H:21]1[O:25][C:24]([CH3:26])([CH3:27])[N:23]([C:28](=[O:30])[CH3:29])[C@H:22]1[CH2:31][C:32]1[CH:33]=[C:34]([F:39])[CH:35]=[C:36]([F:38])[CH:37]=1)=[O:7])([CH3:2])([CH3:3])[CH3:4]. The yield is 0.980. (6) The reactants are C(OC([N:8]1[CH2:13][CH2:12][N:11]([C:14]2[C:19]([Cl:20])=[C:18]([Cl:21])[N:17]=[C:16]([NH:22][CH3:23])[N:15]=2)[CH2:10][CH2:9]1)=O)(C)(C)C.[ClH:24]. The catalyst is C(OC(=O)C)C. The product is [ClH:20].[ClH:24].[Cl:21][C:18]1[C:19]([Cl:20])=[C:14]([N:11]2[CH2:12][CH2:13][NH:8][CH2:9][CH2:10]2)[N:15]=[C:16]([NH:22][CH3:23])[N:17]=1. The yield is 1.00. (7) The reactants are [F:1][C:2]1[CH:7]=[CH:6][C:5]([CH:8]2[N:12]([S:13]([C:16]3[CH:21]=[CH:20][C:19]([CH3:22])=[CH:18][CH:17]=3)(=[O:15])=[O:14])[CH:11]([CH2:23][CH2:24][CH2:25][C:26]([NH2:28])=[NH:27])[CH2:10][CH2:9]2)=[CH:4][CH:3]=1. The catalyst is CC(=O)CC(=O)C. The product is [F:1][C:2]1[CH:7]=[CH:6][C:5]([CH:8]2[N:12]([S:13]([C:16]3[CH:21]=[CH:20][C:19]([CH3:22])=[CH:18][CH:17]=3)(=[O:14])=[O:15])[CH:11]([CH2:23][CH2:24][CH2:25][C:26]3[N:28]=[C:7]([CH3:6])[CH:2]=[C:3]([CH3:4])[N:27]=3)[CH2:10][CH2:9]2)=[CH:4][CH:3]=1. The yield is 0.380.